Dataset: Reaction yield outcomes from USPTO patents with 853,638 reactions. Task: Predict the reaction yield, written as a fraction of the theoretical maximum amount of product (1.0 means a 100% yield; for example, 0.34 means a 34% yield). (1) No catalyst specified. The product is [CH2:1]([O:8][N:9]=[C:10]1[C:18]2([CH2:23][CH2:22][CH2:21][CH2:20][CH2:19]2)[C:17]2[C:12](=[CH:13][CH:14]=[C:15]([C:32]3[CH:31]=[CH:30][CH:29]=[C:28]([N+:25]([O-:27])=[O:26])[CH:33]=3)[CH:16]=2)[NH:11]1)[C:2]1[CH:7]=[CH:6][CH:5]=[CH:4][CH:3]=1. The yield is 0.550. The reactants are [CH2:1]([O:8][N:9]=[C:10]1[C:18]2([CH2:23][CH2:22][CH2:21][CH2:20][CH2:19]2)[C:17]2[C:12](=[CH:13][CH:14]=[C:15](Br)[CH:16]=2)[NH:11]1)[C:2]1[CH:7]=[CH:6][CH:5]=[CH:4][CH:3]=1.[N+:25]([C:28]1[CH:29]=[C:30](B(O)O)[CH:31]=[CH:32][CH:33]=1)([O-:27])=[O:26]. (2) The reactants are [CH3:1][O:2][C:3]1[CH:8]=[CH:7][C:6]([OH:9])=[CH:5][CH:4]=1.Cl[C:11]1[C:20]2[C:15](=[CH:16][CH:17]=[CH:18][CH:19]=2)[N:14]=[CH:13][N:12]=1.[H-].[Na+]. The catalyst is CN(C=O)C. The product is [CH3:1][O:2][C:3]1[CH:8]=[CH:7][C:6]([O:9][C:11]2[C:20]3[C:15](=[CH:16][CH:17]=[CH:18][CH:19]=3)[N:14]=[CH:13][N:12]=2)=[CH:5][CH:4]=1. The yield is 0.890. (3) The reactants are [CH:1]([NH2:4])([CH3:3])[CH3:2].[Cl:5][C:6]1[N:7]=[C:8]([C:13]([NH:15][CH:16]2[CH2:21][CH2:20][N:19]([C:22]([O:24][C:25]([CH3:28])([CH3:27])[CH3:26])=[O:23])[CH2:18][C:17]2=O)=[O:14])[NH:9][C:10]=1[CH2:11][CH3:12].C([BH3-])#N.[Na+].C(O)(=O)C. The catalyst is O1CCCC1. The product is [Cl:5][C:6]1[N:7]=[C:8]([C:13]([NH:15][C@@H:16]2[CH2:21][CH2:20][N:19]([C:22]([O:24][C:25]([CH3:28])([CH3:27])[CH3:26])=[O:23])[CH2:18][C@H:17]2[NH:4][CH:1]([CH3:3])[CH3:2])=[O:14])[NH:9][C:10]=1[CH2:11][CH3:12]. The yield is 0.120. (4) The reactants are [CH2:1]([O:5][C:6]1[C:15]2[C:10](=[CH:11][CH:12]=[C:13]([OH:16])[CH:14]=2)[C:9](=[O:17])[N:8]([CH2:18][CH:19]([CH3:21])[CH3:20])[C:7]=1[CH2:22][NH:23][C:24](=[O:30])[O:25][C:26]([CH3:29])([CH3:28])[CH3:27])[CH2:2][CH2:3][CH3:4].I[CH2:32][C:33]([NH2:35])=[O:34].C1CCN2C(=NCCC2)CC1.O. The catalyst is CN(C)C=O. The product is [NH2:35][C:33](=[O:34])[CH2:32][O:16][C:13]1[CH:14]=[C:15]2[C:10](=[CH:11][CH:12]=1)[C:9](=[O:17])[N:8]([CH2:18][CH:19]([CH3:20])[CH3:21])[C:7]([CH2:22][NH:23][C:24](=[O:30])[O:25][C:26]([CH3:27])([CH3:29])[CH3:28])=[C:6]2[O:5][CH2:1][CH2:2][CH2:3][CH3:4]. The yield is 0.787. (5) The reactants are [NH2:1][C@:2]12[CH2:37][CH2:36][C@@H:35]([C:38]([CH3:40])=[CH2:39])[C@@H:3]1[C@@H:4]1[C@@:17]([CH3:20])([CH2:18][CH2:19]2)[C@@:16]2([CH3:21])[C@@H:7]([C@:8]3([CH3:34])[C@@H:13]([CH2:14][CH2:15]2)[C:12]([CH3:23])([CH3:22])[C:11]([C:24]2[CH:33]=[CH:32][C:27]([C:28]([O:30]C)=[O:29])=[CH:26][CH:25]=2)=[CH:10][CH2:9]3)[CH2:6][CH2:5]1.CN(C)CCC(N[C@]12CC[C@@H](C(C)=C)[C@@H]1[C@@H]1[C@@](C)(CC2)[C@@]2(C)[C@@H]([C@]3(C)[C@@H](CC2)C(C)(C)C(C2C=CC(C(O)=O)=CC=2)=CC3)CC1)=O.[C:87]([O:91][C:92]([NH:94][C@H:95]1[CH2:99][CH2:98][N:97]([CH2:100][C:101]([OH:103])=O)[C:96]1=[O:104])=[O:93])([CH3:90])([CH3:89])[CH3:88]. No catalyst specified. The product is [C:87]([O:91][C:92]([NH:94][C@H:95]1[CH2:99][CH2:98][N:97]([CH2:100][C:101]([NH:1][C@:2]23[CH2:37][CH2:36][C@@H:35]([C:38]([CH3:40])=[CH2:39])[C@@H:3]2[C@@H:4]2[C@@:17]([CH3:20])([CH2:18][CH2:19]3)[C@@:16]3([CH3:21])[C@@H:7]([C@:8]4([CH3:34])[C@@H:13]([CH2:14][CH2:15]3)[C:12]([CH3:23])([CH3:22])[C:11]([C:24]3[CH:25]=[CH:26][C:27]([C:28]([OH:30])=[O:29])=[CH:32][CH:33]=3)=[CH:10][CH2:9]4)[CH2:6][CH2:5]2)=[O:103])[C:96]1=[O:104])=[O:93])([CH3:88])([CH3:89])[CH3:90]. The yield is 0.340. (6) The product is [CH:1]([N:4]1[CH2:9][CH2:8][CH:7]([O:10][C:14]2[CH:19]=[CH:18][C:17]([C:20](=[O:22])[CH3:21])=[CH:16][CH:15]=2)[CH2:6][CH2:5]1)([CH3:3])[CH3:2]. The catalyst is CN(C=O)C.O. The reactants are [CH:1]([N:4]1[CH2:9][CH2:8][CH:7]([OH:10])[CH2:6][CH2:5]1)([CH3:3])[CH3:2].[H-].[Na+].F[C:14]1[CH:19]=[CH:18][C:17]([C:20](=[O:22])[CH3:21])=[CH:16][CH:15]=1. The yield is 0.670. (7) The reactants are Br[C:2]1[CH:23]=[CH:22][C:5]([C:6]([NH:8][S:9]([C:12]2[CH:17]=[CH:16][CH:15]=[CH:14][C:13]=2[S:18](=[O:21])(=[O:20])[NH2:19])(=[O:11])=[O:10])=[O:7])=[CH:4][N:3]=1.[CH3:24][CH:25]([CH3:28])[C:26]#[CH:27]. No catalyst specified. The product is [CH3:24][CH:25]([CH3:28])[C:26]#[C:27][C:2]1[CH:23]=[CH:22][C:5]([C:6]([NH:8][S:9]([C:12]2[CH:17]=[CH:16][CH:15]=[CH:14][C:13]=2[S:18](=[O:21])(=[O:20])[NH2:19])(=[O:11])=[O:10])=[O:7])=[CH:4][N:3]=1. The yield is 0.400.